Dataset: Catalyst prediction with 721,799 reactions and 888 catalyst types from USPTO. Task: Predict which catalyst facilitates the given reaction. (1) The catalyst class is: 36. Product: [CH2:1]([C:3]([C:12]1[CH:25]=[CH:24][C:15]([O:16][CH2:17][CH:18]([OH:23])[C:19]([CH3:20])([CH3:22])[CH3:21])=[C:14]([CH3:26])[CH:13]=1)([C:6]1[S:7][CH:8]=[C:9]([CH3:11])[CH:10]=1)[CH2:4][CH3:5])[CH3:2]. Reactant: [CH2:1]([C:3]([C:12]1[CH:25]=[CH:24][C:15]([O:16][CH2:17][C:18](=[O:23])[C:19]([CH3:22])([CH3:21])[CH3:20])=[C:14]([CH3:26])[CH:13]=1)([C:6]1[S:7][CH:8]=[C:9]([CH3:11])[CH:10]=1)[CH2:4][CH3:5])[CH3:2].[BH4-].[Na+]. (2) Reactant: Br[CH2:2][C:3]([C:5]1[C:10](=[O:11])[NH:9][C:8]([CH:12]2[CH2:14][CH2:13]2)=[C:7]([C:15]([O:17][CH2:18][CH3:19])=[O:16])[CH:6]=1)=O.[C:20]1([S:26]([CH2:29][C:30](=[S:32])[NH2:31])(=[O:28])=[O:27])[CH:25]=[CH:24][CH:23]=[CH:22][CH:21]=1. Product: [CH:12]1([C:8]2[NH:9][C:10](=[O:11])[C:5]([C:3]3[N:31]=[C:30]([CH2:29][S:26]([C:20]4[CH:25]=[CH:24][CH:23]=[CH:22][CH:21]=4)(=[O:28])=[O:27])[S:32][CH:2]=3)=[CH:6][C:7]=2[C:15]([O:17][CH2:18][CH3:19])=[O:16])[CH2:14][CH2:13]1. The catalyst class is: 14. (3) Reactant: [C:1]([O:5][C:6](=[O:13])[NH:7][C@@H:8]1[CH2:12][CH2:11][NH:10][CH2:9]1)([CH3:4])([CH3:3])[CH3:2].[CH2:14]([O:16][C:17](=[O:30])[C:18]1[CH:23]=[CH:22][C:21]([CH2:24]Br)=[C:20]([C:26]([F:29])([F:28])[F:27])[CH:19]=1)[CH3:15]. Product: [CH2:14]([O:16][C:17](=[O:30])[C:18]1[CH:23]=[CH:22][C:21]([CH2:24][N:10]2[CH2:11][CH2:12][C@@H:8]([NH:7][C:6]([O:5][C:1]([CH3:4])([CH3:2])[CH3:3])=[O:13])[CH2:9]2)=[C:20]([C:26]([F:28])([F:29])[F:27])[CH:19]=1)[CH3:15]. The catalyst class is: 124. (4) Reactant: [F:1][C:2]1([F:10])[CH2:7][CH2:6][CH:5]([CH:8]=O)[CH2:4][CH2:3]1.[NH2:11][OH:12].Cl.C([O-])([O-])=O.[Na+].[Na+]. Product: [F:1][C:2]1([F:10])[CH2:7][CH2:6][CH:5]([CH:8]=[N:11][OH:12])[CH2:4][CH2:3]1. The catalyst class is: 88. (5) Reactant: [Br:1][C:2]1[CH:3]=[C:4]([CH:7]=[CH:8][C:9]=1F)[CH:5]=[O:6].[F:11][C:12]1[CH:17]=[C:16]([F:18])[CH:15]=[CH:14][C:13]=1[OH:19].C(=O)([O-])[O-].[Cs+].[Cs+]. Product: [Br:1][C:2]1[CH:3]=[C:4]([CH:7]=[CH:8][C:9]=1[O:19][C:13]1[CH:14]=[CH:15][C:16]([F:18])=[CH:17][C:12]=1[F:11])[CH:5]=[O:6]. The catalyst class is: 16. (6) Reactant: O[CH2:2][CH2:3][N:4]([C:9]1[CH:10]=[C:11]([CH:16]=[CH:17][C:18]=1[O:19][CH3:20])[C:12]([O:14][CH3:15])=[O:13])[S:5]([CH3:8])(=[O:7])=[O:6].C1(P(C2C=CC=CC=2)C2C=CC=CC=2)C=CC=CC=1.C(Br)(Br)(Br)[Br:41]. Product: [Br:41][CH2:2][CH2:3][N:4]([C:9]1[CH:10]=[C:11]([CH:16]=[CH:17][C:18]=1[O:19][CH3:20])[C:12]([O:14][CH3:15])=[O:13])[S:5]([CH3:8])(=[O:7])=[O:6]. The catalyst class is: 2. (7) Reactant: C[O:2][C:3](=[O:16])[CH:4]([C:9]1[CH:14]=[CH:13][C:12]([Br:15])=[CH:11][N:10]=1)[CH2:5][CH2:6][CH2:7][Cl:8].O[Li].O.Cl. Product: [Br:15][C:12]1[CH:13]=[CH:14][C:9]([CH:4]([CH2:5][CH2:6][CH2:7][Cl:8])[C:3]([OH:16])=[O:2])=[N:10][CH:11]=1. The catalyst class is: 36. (8) Reactant: [Cl:1][CH2:2][C:3]1([CH3:9])[CH2:7][O:6][C:5](=[O:8])[NH:4]1.C(O[Cl:15])(C)(C)C. Product: [Cl:15][N:4]1[C:3]([CH2:2][Cl:1])([CH3:9])[CH2:7][O:6][C:5]1=[O:8]. The catalyst class is: 5. (9) Reactant: C(OC([C@H:8]1[NH:13][C:12]([CH3:17])([C:14]([OH:16])=O)[CH2:11][C:10](=[O:18])[N:9]1[CH3:19])=O)(C)(C)C.C[N:21](C(ON1N=NC2C=CC=CC1=2)=[N+](C)C)C.[B-](F)(F)(F)F.C1C=CC2N(O)N=NC=2C=1.CCN(C(C)C)C(C)C.O[N:62]=[C:63]([NH2:74])[C:64]1[CH:69]=[CH:68][CH:67]=[C:66]([C:70]([F:73])([F:72])[F:71])[CH:65]=1.CCCC[N+](CCCC)(CCCC)CCCC.[F-]. Product: [NH:21]=[C:8]1[N:9]([CH3:19])[C:10](=[O:18])[CH2:11][C@@:12]([CH3:17])([C:14]2[O:16][N:74]=[C:63]([C:64]3[CH:69]=[CH:68][CH:67]=[C:66]([C:70]([F:73])([F:72])[F:71])[CH:65]=3)[N:62]=2)[NH:13]1. The catalyst class is: 31. (10) Reactant: [Li+].[OH-].[CH3:3][CH:4]([CH3:34])/[CH:5]=[CH:6]\[C@@H:7]([N:13]1[CH2:18][CH2:17][C@@H:16]([CH2:19][C:20]([O:22]C)=[O:21])[CH2:15][C@H:14]1[C:24]1[CH:29]=[CH:28][C:27]([C:30]([F:33])([F:32])[F:31])=[CH:26][CH:25]=1)[CH2:8][CH2:9][CH:10]([CH3:12])[CH3:11].Cl. Product: [CH3:3][CH:4]([CH3:34])/[CH:5]=[CH:6]\[C@@H:7]([N:13]1[CH2:18][CH2:17][C@@H:16]([CH2:19][C:20]([OH:22])=[O:21])[CH2:15][C@H:14]1[C:24]1[CH:25]=[CH:26][C:27]([C:30]([F:33])([F:32])[F:31])=[CH:28][CH:29]=1)[CH2:8][CH2:9][CH:10]([CH3:11])[CH3:12]. The catalyst class is: 90.